Dataset: Catalyst prediction with 721,799 reactions and 888 catalyst types from USPTO. Task: Predict which catalyst facilitates the given reaction. (1) Reactant: [NH2:1][C:2]1[C:7]([C:8]([C:10]2[CH:15]=[CH:14][CH:13]=[CH:12][C:11]=2[O:16][CH3:17])=[O:9])=[CH:6][N:5]=[C:4](S(CC)(=O)=O)[N:3]=1.[NH2:23][CH:24]1[CH2:29][CH2:28][N:27]([C:30]([O:32][CH2:33][CH3:34])=[O:31])[CH2:26][CH2:25]1. Product: [CH2:33]([O:32][C:30]([N:27]1[CH2:26][CH2:25][CH:24]([NH:23][C:4]2[N:3]=[C:2]([NH2:1])[C:7]([C:8](=[O:9])[C:10]3[CH:15]=[CH:14][CH:13]=[CH:12][C:11]=3[O:16][CH3:17])=[CH:6][N:5]=2)[CH2:29][CH2:28]1)=[O:31])[CH3:34]. The catalyst class is: 32. (2) Reactant: [CH3:1][O:2][C:3](=[O:21])[CH:4]=[CH:5][C:6]1[CH:11]=[C:10]([NH2:12])[CH:9]=[CH:8][C:7]=1[O:13][C:14]1[CH:19]=[CH:18][C:17]([F:20])=[CH:16][CH:15]=1.[N:22]1[CH:27]=[CH:26][CH:25]=[C:24]([C:28](O)=[O:29])[CH:23]=1.CN(C(ON1N=NC2C=CC=NC1=2)=[N+](C)C)C.F[P-](F)(F)(F)(F)F. Product: [CH3:1][O:2][C:3](=[O:21])[CH:4]=[CH:5][C:6]1[CH:11]=[C:10]([NH:12][C:28]([C:24]2[CH:23]=[N:22][CH:27]=[CH:26][CH:25]=2)=[O:29])[CH:9]=[CH:8][C:7]=1[O:13][C:14]1[CH:15]=[CH:16][C:17]([F:20])=[CH:18][CH:19]=1. The catalyst class is: 3. (3) Reactant: [Si:1]([O:8][CH2:9][C:10]1[N:14]([CH2:15][C:16]([C:18]2[CH:23]=[CH:22][C:21]([Cl:24])=[CH:20][CH:19]=2)=O)[C:13]([C:25](O)=[O:26])=[CH:12][CH:11]=1)([C:4]([CH3:7])([CH3:6])[CH3:5])([CH3:3])[CH3:2].[CH2:28]([NH2:31])[CH2:29][NH2:30].C(Cl)Cl.O. Product: [Si:1]([O:8][CH2:9][C:10]1[N:14]2[CH2:15][C:16]3([C:18]4[CH:23]=[CH:22][C:21]([Cl:24])=[CH:20][CH:19]=4)[NH:31][CH2:28][CH2:29][N:30]3[C:25](=[O:26])[C:13]2=[CH:12][CH:11]=1)([C:4]([CH3:6])([CH3:5])[CH3:7])([CH3:2])[CH3:3]. The catalyst class is: 26. (4) Reactant: [Br:1][C:2]1[CH:3]=[CH:4][C:5]2[O:9][C:8]([CH:10]3[CH2:12][CH2:11]3)=[C:7]([C:13]([O:15][CH2:16][CH3:17])=[O:14])[C:6]=2[CH:18]=1.[N+:19]([O-])([OH:21])=[O:20]. Product: [Br:1][C:2]1[C:3]([N+:19]([O-:21])=[O:20])=[CH:4][C:5]2[O:9][C:8]([CH:10]3[CH2:12][CH2:11]3)=[C:7]([C:13]([O:15][CH2:16][CH3:17])=[O:14])[C:6]=2[CH:18]=1. The catalyst class is: 22. (5) Product: [CH3:1][O:2][C:3]1[CH:4]=[CH:5][C:6]([CH2:9][CH2:10][C:11]2[CH:16]=[CH:15][C:14]([CH3:17])=[CH:13][C:12]=2[NH2:18])=[CH:7][CH:8]=1. The catalyst class is: 63. Reactant: [CH3:1][O:2][C:3]1[CH:8]=[CH:7][C:6]([CH:9]=[CH:10][C:11]2[CH:16]=[CH:15][C:14]([CH3:17])=[CH:13][C:12]=2[N+:18]([O-])=O)=[CH:5][CH:4]=1.[H][H].